Dataset: Forward reaction prediction with 1.9M reactions from USPTO patents (1976-2016). Task: Predict the product of the given reaction. Given the reactants [CH:1]([C:3]1[CH:11]=[C:7]([C:8]([OH:10])=[O:9])[C:6](O)=[CH:5][CH:4]=1)=[O:2].CI.[C:15](=O)([O-])[O-].[K+].[K+].CN(C)[CH:23]=[O:24], predict the reaction product. The product is: [CH:1]([C:3]1[CH:4]=[CH:5][C:6]([O:24][CH3:23])=[C:7]([CH:11]=1)[C:8]([O:10][CH3:15])=[O:9])=[O:2].